Dataset: Merck oncology drug combination screen with 23,052 pairs across 39 cell lines. Task: Regression. Given two drug SMILES strings and cell line genomic features, predict the synergy score measuring deviation from expected non-interaction effect. Drug 1: O=P1(N(CCCl)CCCl)NCCCO1. Drug 2: N#Cc1ccc(Cn2cncc2CN2CCN(c3cccc(Cl)c3)C(=O)C2)cc1. Cell line: A427. Synergy scores: synergy=4.88.